From a dataset of Reaction yield outcomes from USPTO patents with 853,638 reactions. Predict the reaction yield, written as a fraction of the theoretical maximum amount of product (1.0 means a 100% yield; for example, 0.34 means a 34% yield). The reactants are Br.[Br:2][CH2:3][CH2:4][NH2:5].[CH2:6]([CH2:10][C:11](=O)[CH3:12])[C:7]([CH3:9])=O.C([O-])(=O)C.[K+]. The catalyst is C(O)(=O)C.O. The product is [Br:2][CH2:3][CH2:4][N:5]1[C:11]([CH3:12])=[CH:10][CH:6]=[C:7]1[CH3:9]. The yield is 0.470.